Dataset: Forward reaction prediction with 1.9M reactions from USPTO patents (1976-2016). Task: Predict the product of the given reaction. (1) Given the reactants Cl.[F:2][C:3]1[CH:8]=[CH:7][C:6]([CH:9]([C:17]2[CH:22]=[CH:21][C:20]([F:23])=[CH:19][CH:18]=2)[CH:10]2[C:15](=[O:16])[CH2:14][CH2:13][NH:12][CH2:11]2)=[CH:5][CH:4]=1.C(N(C(C)C)CC)(C)C.[O:33]([C:40]1[CH:41]=[C:42]([CH:45]=[CH:46][CH:47]=1)[CH2:43]O)[C:34]1[CH:39]=[CH:38][CH:37]=[CH:36][CH:35]=1, predict the reaction product. The product is: [F:2][C:3]1[CH:8]=[CH:7][C:6]([CH:9]([C:17]2[CH:18]=[CH:19][C:20]([F:23])=[CH:21][CH:22]=2)[CH:10]2[C:15](=[O:16])[CH2:14][CH2:13][N:12]([CH2:43][C:42]3[CH:45]=[CH:46][CH:47]=[C:40]([O:33][C:34]4[CH:39]=[CH:38][CH:37]=[CH:36][CH:35]=4)[CH:41]=3)[CH2:11]2)=[CH:5][CH:4]=1. (2) Given the reactants [F:1][C:2]1[CH:7]=[C:6]([F:8])[CH:5]=[CH:4][C:3]=1[CH2:9][C:10](=[O:12])[CH3:11].[N:13](OCCC(C)C)=[O:14].Cl, predict the reaction product. The product is: [F:1][C:2]1[CH:7]=[C:6]([F:8])[CH:5]=[CH:4][C:3]=1/[C:9](=[N:13]\[OH:14])/[C:10](=[O:12])[CH3:11]. (3) Given the reactants Br[C:2]1[CH:3]=[N:4][N:5]([CH:8]2[CH2:13][CH2:12][CH2:11][CH2:10][O:9]2)[C:6]=1[CH3:7].C([O-])([O-])=O.[Na+].[Na+].[C:20]1([CH2:26][CH2:27][C:28]([N:30]2[CH2:35][CH2:34][CH:33]([CH2:36][N:37]3[C:45]4[C:40](=[CH:41][C:42](B5OC(C)(C)C(C)(C)O5)=[CH:43][CH:44]=4)[CH:39]=[CH:38]3)[CH2:32][CH2:31]2)=[O:29])[CH:25]=[CH:24][CH:23]=[CH:22][CH:21]=1.ClCCl, predict the reaction product. The product is: [CH3:7][C:6]1[N:5]([CH:8]2[CH2:13][CH2:12][CH2:11][CH2:10][O:9]2)[N:4]=[CH:3][C:2]=1[C:42]1[CH:41]=[C:40]2[C:45](=[CH:44][CH:43]=1)[N:37]([CH2:36][CH:33]1[CH2:34][CH2:35][N:30]([C:28](=[O:29])[CH2:27][CH2:26][C:20]3[CH:25]=[CH:24][CH:23]=[CH:22][CH:21]=3)[CH2:31][CH2:32]1)[CH:38]=[CH:39]2. (4) Given the reactants [Cl:1][C:2]1[CH:3]=[C:4]([CH:36]=[CH:37][CH:38]=1)[CH2:5][NH:6][C:7]([C:9]1[N:10]([CH2:30][CH:31](OC)OC)[CH:11]=[C:12]([C:24](=[O:29])[C:25]([CH3:28])([CH3:27])[CH3:26])[C:13](=[O:23])[C:14]=1[O:15]CC1C=CC=CC=1)=[O:8].Cl, predict the reaction product. The product is: [ClH:1].[Cl:1][C:2]1[CH:3]=[C:4]([CH:36]=[CH:37][CH:38]=1)[CH2:5][N:6]1[CH:31]=[CH:30][N:10]2[CH:11]=[C:12]([C:24](=[O:29])[C:25]([CH3:27])([CH3:28])[CH3:26])[C:13](=[O:23])[C:14]([OH:15])=[C:9]2[C:7]1=[O:8]. (5) The product is: [Cl:1][CH2:2][CH2:3][CH2:4][CH:5]([C:9]1[CH:14]=[CH:13][C:12]([F:15])=[CH:11][CH:10]=1)[C:6](/[N:34]=[C:33](\[S:35][CH3:36])/[NH:32][C:29]1[CH:30]=[CH:31][C:26]([C:23]2[O:22][C:21]3=[CH:20][N:19]=[C:18]([CH3:17])[N:25]3[N:24]=2)=[CH:27][CH:28]=1)=[O:8]. Given the reactants [Cl:1][CH2:2][CH2:3][CH2:4][CH:5]([C:9]1[CH:14]=[CH:13][C:12]([F:15])=[CH:11][CH:10]=1)[C:6]([OH:8])=O.I.[CH3:17][C:18]1[N:25]2[C:21]([O:22][C:23]([C:26]3[CH:31]=[CH:30][C:29]([NH:32][C:33]([S:35][CH3:36])=[NH:34])=[CH:28][CH:27]=3)=[N:24]2)=[CH:20][N:19]=1.CCN=C=NCCCN(C)C.OP=O.CCN(C(C)C)C(C)C, predict the reaction product. (6) Given the reactants [NH:1]1[C:9]2[C:4](=[CH:5][C:6]([C:10]3[C:14]4[C:15]([NH2:19])=[N:16][CH:17]=[CH:18][C:13]=4[S:12][CH:11]=3)=[CH:7][CH:8]=2)[CH2:3][CH2:2]1.CN(C(ON1N=NC2C=CC=NC1=2)=[N+](C)C)C.F[P-](F)(F)(F)(F)F.[F:44][C:45]1[C:50]([F:51])=[CH:49][CH:48]=[CH:47][C:46]=1[CH2:52][C:53](O)=[O:54].CCN(C(C)C)C(C)C, predict the reaction product. The product is: [F:44][C:45]1[C:50]([F:51])=[CH:49][CH:48]=[CH:47][C:46]=1[CH2:52][C:53]([N:1]1[C:9]2[C:4](=[CH:5][C:6]([C:10]3[C:14]4[C:15]([NH2:19])=[N:16][CH:17]=[CH:18][C:13]=4[S:12][CH:11]=3)=[CH:7][CH:8]=2)[CH2:3][CH2:2]1)=[O:54]. (7) The product is: [OH:1][N:2]([CH:5]([C:26]1[CH:27]=[CH:28][C:29]([OH:32])=[CH:30][CH:31]=1)[CH2:6][S:7]([C:10]1[CH:11]=[CH:12][C:13]([C:16]2[CH:21]=[CH:20][C:19]([C:22]([F:23])([F:24])[F:25])=[CH:18][CH:17]=2)=[CH:14][CH:15]=1)(=[O:9])=[O:8])[CH:3]=[O:4]. Given the reactants [OH:1][N:2]([CH:5]([C:26]1[CH:31]=[CH:30][C:29]([O:32]COC)=[CH:28][CH:27]=1)[CH2:6][S:7]([C:10]1[CH:15]=[CH:14][C:13]([C:16]2[CH:21]=[CH:20][C:19]([C:22]([F:25])([F:24])[F:23])=[CH:18][CH:17]=2)=[CH:12][CH:11]=1)(=[O:9])=[O:8])[CH:3]=[O:4].O, predict the reaction product. (8) Given the reactants [N:1]1[CH:6]=[CH:5][CH:4]=[C:3]([CH2:7][NH:8][S:9]([C:12]2[CH:13]=[C:14]([CH:18]=[CH:19][C:20]([OH:22])=O)[CH:15]=[CH:16][CH:17]=2)(=[O:11])=[O:10])[CH:2]=1.[Cl:23]CCl, predict the reaction product. The product is: [N:1]1[CH:6]=[CH:5][CH:4]=[C:3]([CH2:7][NH:8][S:9]([C:12]2[CH:13]=[C:14]([CH:18]=[CH:19][C:20]([Cl:23])=[O:22])[CH:15]=[CH:16][CH:17]=2)(=[O:11])=[O:10])[CH:2]=1. (9) Given the reactants [H-].[Al+3].[Li+].[H-].[H-].[H-].C([O:10][CH2:11][C-:12]1[CH:16]=[CH:15][CH:14]=[C:13]1[S:17][C:18]([CH3:21])([CH3:20])[CH3:19])(=O)C.[CH-:22]1[CH:26]=[CH:25][CH:24]=[CH:23]1.[Fe+2:27], predict the reaction product. The product is: [C:18]([S:17][C:13]1[C-:12]([CH2:11][OH:10])[CH:16]=[CH:15][CH:14]=1)([CH3:21])([CH3:19])[CH3:20].[CH-:22]1[CH:26]=[CH:25][CH:24]=[CH:23]1.[Fe+2:27].